This data is from Catalyst prediction with 721,799 reactions and 888 catalyst types from USPTO. The task is: Predict which catalyst facilitates the given reaction. (1) Reactant: Cl.[F:2][C:3]([F:27])([F:26])[C:4]1[CH:5]=[CH:6][C:7]([O:10][C:11]2[CH:12]=[C:13]([CH:17]3[CH2:20][C:19]4([CH2:25][CH2:24][NH:23][CH2:22][CH2:21]4)[CH2:18]3)[CH:14]=[CH:15][CH:16]=2)=[N:8][CH:9]=1.[N:28]1[CH:33]=[CH:32][CH:31]=[C:30]([NH:34][C:35](=O)[O:36]C2C=CC=CC=2)[N:29]=1.CCN(C(C)C)C(C)C. Product: [N:28]1[CH:33]=[CH:32][CH:31]=[C:30]([NH:34][C:35]([N:23]2[CH2:22][CH2:21][C:19]3([CH2:20][CH:17]([C:13]4[CH:14]=[CH:15][CH:16]=[C:11]([O:10][C:7]5[CH:6]=[CH:5][C:4]([C:3]([F:2])([F:26])[F:27])=[CH:9][N:8]=5)[CH:12]=4)[CH2:18]3)[CH2:25][CH2:24]2)=[O:36])[N:29]=1. The catalyst class is: 10. (2) Reactant: [CH3:1][N:2]1[C:7](=[O:8])[CH:6]=[CH:5][C:4]([C:9]2[CH:14]=[CH:13][C:12](=O)[NH:11][C:10]=2[C:16]2[CH:21]=[CH:20][CH:19]=[CH:18][CH:17]=2)=[N:3]1.ICC([NH2:26])=O.C([O-])([O-])=O.[K+].[K+].O. Product: [NH2:26][C:12]1[N:11]=[C:10]([C:16]2[CH:21]=[CH:20][CH:19]=[CH:18][CH:17]=2)[C:9]([C:4]2[CH:5]=[CH:6][C:7](=[O:8])[N:2]([CH3:1])[N:3]=2)=[CH:14][CH:13]=1. The catalyst class is: 3. (3) Reactant: Cl[C:2]1[C:7]2[C:8]([I:11])=[N:9][NH:10][C:6]=2[CH:5]=[CH:4][N:3]=1.[CH3:12][NH2:13]. Product: [I:11][C:8]1[C:7]2[C:2]([NH:13][CH3:12])=[N:3][CH:4]=[CH:5][C:6]=2[NH:10][N:9]=1. The catalyst class is: 51. (4) Reactant: [ClH:1].[F:2][C:3]1[CH:4]=[C:5]([CH:20]=[CH:21][CH:22]=1)[CH:6]=[C:7]1[CH2:12][CH2:11][CH2:10][N:9](C(OC(C)(C)C)=O)[CH2:8]1. Product: [ClH:1].[F:2][C:3]1[CH:4]=[C:5]([CH:20]=[CH:21][CH:22]=1)[CH:6]=[C:7]1[CH2:12][CH2:11][CH2:10][NH:9][CH2:8]1. The catalyst class is: 472.